From a dataset of Forward reaction prediction with 1.9M reactions from USPTO patents (1976-2016). Predict the product of the given reaction. Given the reactants [C:1]([C:5]1[CH:6]=[C:7]([OH:11])[CH:8]=[CH:9][CH:10]=1)([CH3:4])([CH3:3])[CH3:2].[N+:12]([O-])([OH:14])=[O:13], predict the reaction product. The product is: [C:1]([C:5]1[CH:10]=[CH:9][C:8]([N+:12]([O-:14])=[O:13])=[C:7]([OH:11])[CH:6]=1)([CH3:4])([CH3:2])[CH3:3].